From a dataset of Reaction yield outcomes from USPTO patents with 853,638 reactions. Predict the reaction yield, written as a fraction of the theoretical maximum amount of product (1.0 means a 100% yield; for example, 0.34 means a 34% yield). (1) The reactants are C[O:2][C:3](=O)[C:4]1[CH:9]=[CH:8][CH:7]=[C:6]([C:10]#[N:11])[CH:5]=1.O.[NH2:14][NH2:15]. The catalyst is C(O)C. The product is [C:10]([C:6]1[CH:5]=[C:4]([CH:9]=[CH:8][CH:7]=1)[C:3]([NH:14][NH2:15])=[O:2])#[N:11]. The yield is 0.510. (2) The reactants are [F:1][C:2]1[CH:32]=[CH:31][C:5]([O:6][C:7]2[CH:30]=[CH:29][C:10]([CH2:11][S:12][C:13]3[NH:14][CH:15]=[C:16]([CH2:20][C:21]4[CH:22]=[N:23][C:24]([O:27][CH3:28])=[N:25][CH:26]=4)[C:17](=[O:19])[N:18]=3)=[CH:9][CH:8]=2)=[CH:4][CH:3]=1.CCN(C(C)C)[CH:36]([CH3:38])[CH3:37].BrCCC. The catalyst is ClCCCl. The product is [F:1][C:2]1[CH:3]=[CH:4][C:5]([O:6][C:7]2[CH:30]=[CH:29][C:10]([CH2:11][S:12][C:13]3[N:14]([CH2:37][CH2:36][CH3:38])[CH:15]=[C:16]([CH2:20][C:21]4[CH:26]=[N:25][C:24]([O:27][CH3:28])=[N:23][CH:22]=4)[C:17](=[O:19])[N:18]=3)=[CH:9][CH:8]=2)=[CH:31][CH:32]=1. The yield is 0.312. (3) The reactants are [CH2:1]([C:3]1[C:11]2[O:10][CH2:9][CH:8]([C:12]3[CH:17]=[CH:16][C:15]([CH:18]([CH3:20])[CH3:19])=[CH:14][CH:13]=3)[C:7]=2[C:6]([CH3:21])=[C:5]([NH:22][C:23](=[O:30])OCC(Cl)(Cl)Cl)[C:4]=1[CH3:31])[CH3:2].[NH2:32][CH2:33][CH2:34][OH:35]. The catalyst is CCCCCC.C(OCC)(=O)C. The product is [CH2:1]([C:3]1[C:11]2[O:10][CH2:9][CH:8]([C:12]3[CH:17]=[CH:16][C:15]([CH:18]([CH3:20])[CH3:19])=[CH:14][CH:13]=3)[C:7]=2[C:6]([CH3:21])=[C:5]([NH:22][C:23]([NH:32][CH2:33][CH2:34][OH:35])=[O:30])[C:4]=1[CH3:31])[CH3:2]. The yield is 0.570. (4) The reactants are CO.[Cl:3][C:4]1[CH:5]=[CH:6][C:7]([S:10][CH:11]([C:20]2[CH:25]=[C:24]([F:26])[CH:23]=[CH:22][C:21]=2[F:27])[CH2:12][CH2:13][CH2:14][CH2:15][S:16]([CH3:19])(=[O:18])=[O:17])=[N:8][CH:9]=1.[OH2:28].[OH:29]OS([O-])=O.[K+]. The catalyst is C(OCC)(=O)C.ClCCl. The product is [Cl:3][C:4]1[CH:5]=[CH:6][C:7]([S:10]([CH:11]([C:20]2[CH:25]=[C:24]([F:26])[CH:23]=[CH:22][C:21]=2[F:27])[CH2:12][CH2:13][CH2:14][CH2:15][S:16]([CH3:19])(=[O:18])=[O:17])(=[O:29])=[O:28])=[N:8][CH:9]=1. The yield is 0.560. (5) The reactants are [C:1]([O:5][C:6]([C:8]1[C:9]([C:15]2[CH:20]=[CH:19][C:18]([C:21]3([C:24]([O:26][CH2:27][CH3:28])=[O:25])[CH2:23][CH2:22]3)=[CH:17][CH:16]=2)=[CH:10][CH:11]=[C:12](Br)[CH:13]=1)=[O:7])([CH3:4])([CH3:3])[CH3:2].[CH3:29][C:30]1([CH3:46])[C:34]([CH3:36])([CH3:35])[O:33][B:32]([B:32]2[O:33][C:34]([CH3:36])([CH3:35])[C:30]([CH3:46])([CH3:29])[O:31]2)[O:31]1.C([O-])(=O)C.[K+].O. The catalyst is O1CCOCC1. The product is [C:1]([O:5][C:6]([C:8]1[C:9]([C:15]2[CH:20]=[CH:19][C:18]([C:21]3([C:24]([O:26][CH2:27][CH3:28])=[O:25])[CH2:23][CH2:22]3)=[CH:17][CH:16]=2)=[CH:10][CH:11]=[C:12]([B:32]2[O:33][C:34]([CH3:36])([CH3:35])[C:30]([CH3:46])([CH3:29])[O:31]2)[CH:13]=1)=[O:7])([CH3:4])([CH3:3])[CH3:2]. The yield is 0.810. (6) The reactants are Br[C:2]1[N:7]=[C:6]([O:8][C:9]2[CH:10]=[CH:11][C:12]3[O:17][CH2:16][CH2:15][N:14]([C:18]4[S:19][C:20]5[C:21](=[O:29])[NH:22][C:23]([CH3:28])([CH3:27])[CH2:24][C:25]=5[N:26]=4)[C:13]=3[CH:30]=2)[CH:5]=[CH:4][CH:3]=1.P([O-])([O-])([O-])=O.[K+].[K+].[K+].[CH3:39][N:40]1[CH:44]=[C:43](B2OC(C)(C)C(C)(C)O2)[CH:42]=[N:41]1. The catalyst is C1COCC1.O.[Br-].C([N+](CCCC)(CCCC)CCCC)CCC.C1C=CC([P]([Pd]([P](C2C=CC=CC=2)(C2C=CC=CC=2)C2C=CC=CC=2)([P](C2C=CC=CC=2)(C2C=CC=CC=2)C2C=CC=CC=2)[P](C2C=CC=CC=2)(C2C=CC=CC=2)C2C=CC=CC=2)(C2C=CC=CC=2)C2C=CC=CC=2)=CC=1. The product is [CH3:27][C:23]1([CH3:28])[NH:22][C:21](=[O:29])[C:20]2[S:19][C:18]([N:14]3[C:13]4[CH:30]=[C:9]([O:8][C:6]5[CH:5]=[CH:4][CH:3]=[C:2]([C:43]6[CH:42]=[N:41][N:40]([CH3:39])[CH:44]=6)[N:7]=5)[CH:10]=[CH:11][C:12]=4[O:17][CH2:16][CH2:15]3)=[N:26][C:25]=2[CH2:24]1. The yield is 0.400. (7) The reactants are [Cl:1][C:2]1[N:7]=[C:6](Cl)[C:5]([F:9])=[CH:4][N:3]=1.[CH3:10][C:11]1[CH:17]=[CH:16][C:15]([C:18]([CH3:21])([CH3:20])[CH3:19])=[CH:14][C:12]=1[NH2:13].C(N(C(C)C)CC)(C)C. The catalyst is C(O)C. The product is [C:18]([C:15]1[CH:16]=[CH:17][C:11]([CH3:10])=[C:12]([NH:13][C:6]2[C:5]([F:9])=[CH:4][N:3]=[C:2]([Cl:1])[N:7]=2)[CH:14]=1)([CH3:21])([CH3:20])[CH3:19]. The yield is 0.680.